This data is from Full USPTO retrosynthesis dataset with 1.9M reactions from patents (1976-2016). The task is: Predict the reactants needed to synthesize the given product. The reactants are: Br[C:2]1[N:6]=[C:5]([C:7]2[CH:8]=[CH:9][C:10]([CH2:15][CH:16]([CH3:18])[CH3:17])=[C:11]([CH:14]=2)[C:12]#[N:13])[S:4][N:3]=1.[CH2:19]([C:21]1[C:26](/[CH:27]=[CH:28]/[O:29][CH3:30])=[CH:25][CH:24]=[CH:23][C:22]=1B1OC(C)(C)C(C)(C)O1)[CH3:20].P([O-])([O-])([O-])=O.[K+].[K+].[K+]. Given the product [CH2:19]([C:21]1[C:26](/[CH:27]=[CH:28]/[O:29][CH3:30])=[CH:25][CH:24]=[CH:23][C:22]=1[C:2]1[N:6]=[C:5]([C:7]2[CH:8]=[CH:9][C:10]([CH2:15][CH:16]([CH3:18])[CH3:17])=[C:11]([CH:14]=2)[C:12]#[N:13])[S:4][N:3]=1)[CH3:20], predict the reactants needed to synthesize it.